Task: Predict the reactants needed to synthesize the given product.. Dataset: Full USPTO retrosynthesis dataset with 1.9M reactions from patents (1976-2016) (1) Given the product [CH2:1]([N:8]1[C:16]2[C:11](=[CH:12][C:13]([O:17][C:24]3[CH:23]=[CH:22][C:21]([C:26]([F:29])([F:28])[F:27])=[CH:20][C:19]=3[Cl:18])=[CH:14][CH:15]=2)[CH:10]=[CH:9]1)[C:2]1[CH:3]=[CH:4][CH:5]=[CH:6][CH:7]=1, predict the reactants needed to synthesize it. The reactants are: [CH2:1]([N:8]1[C:16]2[C:11](=[CH:12][C:13]([OH:17])=[CH:14][CH:15]=2)[CH:10]=[CH:9]1)[C:2]1[CH:7]=[CH:6][CH:5]=[CH:4][CH:3]=1.[Cl:18][C:19]1[CH:20]=[C:21]([C:26]([F:29])([F:28])[F:27])[CH:22]=[CH:23][C:24]=1F. (2) The reactants are: [F:1][C:2]([F:6])([F:5])[CH2:3][OH:4].[H-].[Na+].Cl[C:10]1[C:15]([I:16])=[CH:14][N:13]=[CH:12][N:11]=1.[NH4+].[Cl-]. Given the product [I:16][C:15]1[C:10]([O:4][CH2:3][C:2]([F:6])([F:5])[F:1])=[N:11][CH:12]=[N:13][CH:14]=1, predict the reactants needed to synthesize it. (3) Given the product [CH:13]1([C:2]2[C:6]3[N:7]=[CH:8][N:9]=[C:10]([O:11][CH3:12])[C:5]=3[S:4][CH:3]=2)[CH2:15][CH2:14]1, predict the reactants needed to synthesize it. The reactants are: Br[C:2]1[C:6]2[N:7]=[CH:8][N:9]=[C:10]([O:11][CH3:12])[C:5]=2[S:4][CH:3]=1.[CH:13]1(B(O)O)[CH2:15][CH2:14]1.C(=O)([O-])[O-].[K+].[K+].C1(C)C=CC=CC=1. (4) Given the product [C:1]([Si:5]([C:19]1[CH:24]=[CH:23][CH:22]=[CH:21][CH:20]=1)([C:13]1[CH:18]=[CH:17][CH:16]=[CH:15][CH:14]=1)[O:6][CH2:7][C@H:8]([CH3:12])[C:9]([Cl:32])=[O:10])([CH3:4])([CH3:3])[CH3:2], predict the reactants needed to synthesize it. The reactants are: [C:1]([Si:5]([C:19]1[CH:24]=[CH:23][CH:22]=[CH:21][CH:20]=1)([C:13]1[CH:18]=[CH:17][CH:16]=[CH:15][CH:14]=1)[O:6][CH2:7][C@H:8]([CH3:12])[C:9](O)=[O:10])([CH3:4])([CH3:3])[CH3:2].C(N(CC)CC)C.[Cl:32]C(OCC)=O.